From a dataset of NCI-60 drug combinations with 297,098 pairs across 59 cell lines. Regression. Given two drug SMILES strings and cell line genomic features, predict the synergy score measuring deviation from expected non-interaction effect. (1) Drug 2: CCCS(=O)(=O)NC1=C(C(=C(C=C1)F)C(=O)C2=CNC3=C2C=C(C=N3)C4=CC=C(C=C4)Cl)F. Cell line: A498. Synergy scores: CSS=30.9, Synergy_ZIP=-4.20, Synergy_Bliss=-2.01, Synergy_Loewe=-6.13, Synergy_HSA=-1.04. Drug 1: COC1=C(C=C2C(=C1)N=CN=C2NC3=CC(=C(C=C3)F)Cl)OCCCN4CCOCC4. (2) Drug 1: CC12CCC(CC1=CCC3C2CCC4(C3CC=C4C5=CN=CC=C5)C)O. Drug 2: C1CN1P(=S)(N2CC2)N3CC3. Cell line: TK-10. Synergy scores: CSS=6.12, Synergy_ZIP=-1.01, Synergy_Bliss=0.737, Synergy_Loewe=-0.975, Synergy_HSA=-0.0929. (3) Drug 1: CC1=C2C(C(=O)C3(C(CC4C(C3C(C(C2(C)C)(CC1OC(=O)C(C(C5=CC=CC=C5)NC(=O)OC(C)(C)C)O)O)OC(=O)C6=CC=CC=C6)(CO4)OC(=O)C)OC)C)OC. Drug 2: COCCOC1=C(C=C2C(=C1)C(=NC=N2)NC3=CC=CC(=C3)C#C)OCCOC.Cl. Cell line: M14. Synergy scores: CSS=51.7, Synergy_ZIP=4.76, Synergy_Bliss=6.47, Synergy_Loewe=-30.5, Synergy_HSA=5.91. (4) Drug 1: CC1CCC2CC(C(=CC=CC=CC(CC(C(=O)C(C(C(=CC(C(=O)CC(OC(=O)C3CCCCN3C(=O)C(=O)C1(O2)O)C(C)CC4CCC(C(C4)OC)OCCO)C)C)O)OC)C)C)C)OC. Drug 2: CCC1(CC2CC(C3=C(CCN(C2)C1)C4=CC=CC=C4N3)(C5=C(C=C6C(=C5)C78CCN9C7C(C=CC9)(C(C(C8N6C)(C(=O)OC)O)OC(=O)C)CC)OC)C(=O)OC)O.OS(=O)(=O)O. Cell line: OVCAR-8. Synergy scores: CSS=0.830, Synergy_ZIP=1.29, Synergy_Bliss=3.10, Synergy_Loewe=-0.484, Synergy_HSA=-0.165. (5) Drug 1: CS(=O)(=O)C1=CC(=C(C=C1)C(=O)NC2=CC(=C(C=C2)Cl)C3=CC=CC=N3)Cl. Drug 2: CCN(CC)CCCC(C)NC1=C2C=C(C=CC2=NC3=C1C=CC(=C3)Cl)OC. Cell line: OVCAR-5. Synergy scores: CSS=54.4, Synergy_ZIP=5.29, Synergy_Bliss=8.48, Synergy_Loewe=-0.617, Synergy_HSA=8.28. (6) Drug 1: C1CN(CCN1C(=O)CCBr)C(=O)CCBr. Drug 2: C(CCl)NC(=O)N(CCCl)N=O. Cell line: IGROV1. Synergy scores: CSS=15.3, Synergy_ZIP=-6.68, Synergy_Bliss=-5.82, Synergy_Loewe=-8.44, Synergy_HSA=-5.88. (7) Drug 1: C1=CC(=C2C(=C1NCCNCCO)C(=O)C3=C(C=CC(=C3C2=O)O)O)NCCNCCO. Drug 2: CCC1(C2=C(COC1=O)C(=O)N3CC4=CC5=C(C=CC(=C5CN(C)C)O)N=C4C3=C2)O.Cl. Cell line: SF-295. Synergy scores: CSS=66.4, Synergy_ZIP=1.43, Synergy_Bliss=2.20, Synergy_Loewe=3.96, Synergy_HSA=5.81. (8) Drug 1: CC1=C(C=C(C=C1)C(=O)NC2=CC(=CC(=C2)C(F)(F)F)N3C=C(N=C3)C)NC4=NC=CC(=N4)C5=CN=CC=C5. Cell line: RPMI-8226. Drug 2: C(CN)CNCCSP(=O)(O)O. Synergy scores: CSS=11.4, Synergy_ZIP=4.72, Synergy_Bliss=4.84, Synergy_Loewe=12.7, Synergy_HSA=1.06. (9) Drug 1: CCC1=C2CN3C(=CC4=C(C3=O)COC(=O)C4(CC)O)C2=NC5=C1C=C(C=C5)O. Drug 2: CC1C(C(CC(O1)OC2CC(CC3=C2C(=C4C(=C3O)C(=O)C5=C(C4=O)C(=CC=C5)OC)O)(C(=O)CO)O)N)O.Cl. Cell line: SF-295. Synergy scores: CSS=31.7, Synergy_ZIP=-3.18, Synergy_Bliss=-1.74, Synergy_Loewe=-0.795, Synergy_HSA=0.687. (10) Drug 1: CC1OCC2C(O1)C(C(C(O2)OC3C4COC(=O)C4C(C5=CC6=C(C=C35)OCO6)C7=CC(=C(C(=C7)OC)O)OC)O)O. Drug 2: C1=NC2=C(N1)C(=S)N=C(N2)N. Cell line: NCI/ADR-RES. Synergy scores: CSS=28.4, Synergy_ZIP=0.0929, Synergy_Bliss=-0.810, Synergy_Loewe=-10.5, Synergy_HSA=-0.351.